This data is from Forward reaction prediction with 1.9M reactions from USPTO patents (1976-2016). The task is: Predict the product of the given reaction. (1) The product is: [NH:17]1[C:16]([C:12]2[CH:11]=[C:10]3[C:15](=[CH:14][CH:13]=2)[NH:7][N:8]=[C:9]3[C:40]2[CH:41]=[C:42]([C:43]([NH:54][CH2:75][CH2:74][N:73]([CH3:72])[CH3:82])=[O:44])[CH:47]=[CH:48][CH:49]=2)=[N:20][CH:19]=[N:18]1. Given the reactants O1CCCCC1[N:7]1[C:15]2[C:10](=[CH:11][C:12]([C:16]3[N:20]=[CH:19][N:18](C(C4C=CC=CC=4)(C4C=CC=CC=4)C4C=CC=CC=4)[N:17]=3)=[CH:13][CH:14]=2)[C:9]([C:40]2[CH:41]=[C:42]([CH:47]=[CH:48][CH:49]=2)[C:43](OC)=[O:44])=[N:8]1.O.[OH-].[Li+].C[NH:54]N(CC)NC.O.ON1C2C=CC=CC=2N=N1.Cl.[CH3:72][N:73]([CH3:82])[CH2:74][CH2:75]CN=C=NCC.Cl.C(=O)(O)[O-].[Na+], predict the reaction product. (2) Given the reactants Br[C:2]1[C:10]2[C:9]([NH:11][C@H:12]([C:14]3[N:19]([C:20]4[CH:25]=[CH:24][CH:23]=[CH:22][CH:21]=4)[C:18](=[O:26])[C:17]4=[C:27]([CH3:30])[CH:28]=[CH:29][N:16]4[N:15]=3)[CH3:13])=[N:8][CH:7]=[N:6][C:5]=2[N:4]([CH2:31][O:32][CH2:33][CH2:34][Si:35]([CH3:38])([CH3:37])[CH3:36])[CH:3]=1.[OH:39][C:40]1[C:45](B2OC(C)(C)C(C)(C)O2)=[CH:44][CH:43]=[CH:42][C:41]=1[NH:55][S:56]([CH3:59])(=[O:58])=[O:57].C(=O)([O-])[O-].[Na+].[Na+], predict the reaction product. The product is: [OH:39][C:40]1[C:45]([C:2]2[C:10]3[C:9]([NH:11][CH:12]([C:14]4[N:19]([C:20]5[CH:25]=[CH:24][CH:23]=[CH:22][CH:21]=5)[C:18](=[O:26])[C:17]5=[C:27]([CH3:30])[CH:28]=[CH:29][N:16]5[N:15]=4)[CH3:13])=[N:8][CH:7]=[N:6][C:5]=3[N:4]([CH2:31][O:32][CH2:33][CH2:34][Si:35]([CH3:38])([CH3:37])[CH3:36])[CH:3]=2)=[CH:44][CH:43]=[CH:42][C:41]=1[NH:55][S:56]([CH3:59])(=[O:58])=[O:57].